This data is from Forward reaction prediction with 1.9M reactions from USPTO patents (1976-2016). The task is: Predict the product of the given reaction. (1) Given the reactants Br[C:2]1[CH:7]=[C:6]([CH3:8])[C:5]([NH:9][C:10]([NH:12][C:13]2[CH:18]=[C:17]([F:19])[CH:16]=[CH:15][C:14]=2[C:20]([NH:22][C@@H:23]([CH:28]2[CH2:33][CH2:32][CH2:31][CH2:30][CH2:29]2)[C:24]([O:26][CH3:27])=[O:25])=[O:21])=[O:11])=[C:4]([CH3:34])[CH:3]=1.[CH2:35]([Sn](CCCC)(CCCC)C=C)[CH2:36]CC, predict the reaction product. The product is: [CH:28]1([C@H:23]([NH:22][C:20]([C:14]2[CH:15]=[CH:16][C:17]([F:19])=[CH:18][C:13]=2[NH:12][C:10]([NH:9][C:5]2[C:6]([CH3:8])=[CH:7][C:2]([CH:35]=[CH2:36])=[CH:3][C:4]=2[CH3:34])=[O:11])=[O:21])[C:24]([O:26][CH3:27])=[O:25])[CH2:33][CH2:32][CH2:31][CH2:30][CH2:29]1. (2) Given the reactants C[O:2][C:3](=O)[N:4]([CH2:12][CH2:13][C:14]1[CH:19]=[CH:18][CH:17]=[CH:16][C:15]=1[Br:20])[CH:5]([CH2:9][CH2:10][CH3:11])[CH2:6][CH2:7][CH3:8].FC(F)(F)S(OS(C(F)(F)F)(=O)=O)(=O)=O.C(=O)([O-])[O-].[Na+].[Na+], predict the reaction product. The product is: [Br:20][C:15]1[CH:16]=[CH:17][CH:18]=[C:19]2[C:14]=1[CH2:13][CH2:12][N:4]([CH:5]([CH2:9][CH2:10][CH3:11])[CH2:6][CH2:7][CH3:8])[C:3]2=[O:2]. (3) Given the reactants [CH3:1][N:2]1[CH:6]=[C:5](B2OC(C)(C)C(C)(C)O2)[CH:4]=[N:3]1.[OH-].[Na+].[Cl:18][C:19]1[N:23]2[N:24]=[C:25](Cl)[CH:26]=[CH:27][C:22]2=[N:21][N:20]=1.O, predict the reaction product. The product is: [Cl:18][C:19]1[N:23]2[N:24]=[C:25]([C:5]3[CH:4]=[N:3][N:2]([CH3:1])[CH:6]=3)[CH:26]=[CH:27][C:22]2=[N:21][N:20]=1. (4) The product is: [F:24][C:21]1[CH:22]=[CH:23][C:18]([CH2:17][N:12]2[C:9]3=[CH:10][N:11]=[C:6]([C:4]([NH:29][CH2:30][C:31]([OH:33])=[O:32])=[O:3])[C:7]([OH:25])=[C:8]3[C:14]([CH3:15])=[C:13]2[CH3:16])=[CH:19][CH:20]=1. Given the reactants C([O:3][C:4]([C:6]1[C:7]([O:25]C(=O)C)=[C:8]2[C:14]([CH3:15])=[C:13]([CH3:16])[N:12]([CH2:17][C:18]3[CH:23]=[CH:22][C:21]([F:24])=[CH:20][CH:19]=3)[C:9]2=[CH:10][N:11]=1)=O)C.[NH2:29][CH2:30][C:31]([OH:33])=[O:32].C[O-].[Na+].CO, predict the reaction product. (5) Given the reactants [Cl:1][C:2]1[CH:11]=[CH:10][C:5]([C:6]([NH:8][CH3:9])=[O:7])=[CH:4][CH:3]=1.C([Li])CCC.CN([CH:25]=[O:26])C1C=CC=CC=1.Cl, predict the reaction product. The product is: [CH:25]([C:4]1[CH:3]=[C:2]([Cl:1])[CH:11]=[CH:10][C:5]=1[C:6]([NH:8][CH3:9])=[O:7])=[O:26]. (6) Given the reactants COC1C=CC(C2CCC3C(=CC=C(OC)C=3)C2)=C(N)C=1.BrC1C=CC(OCCN2CCCCCC2)=CC=1.[N:39]1([CH2:46][CH2:47][O:48][C:49]2[CH:54]=[CH:53][C:52]([NH:55][C:56]3[CH:61]=[C:60]([O:62]C)[CH:59]=[CH:58][C:57]=3[CH:64]3[CH2:73][CH2:72][C:71]4[C:66](=[CH:67][CH:68]=[C:69]([O:74]C)[CH:70]=4)[CH2:65]3)=[CH:51][CH:50]=2)[CH2:45][CH2:44][CH2:43][CH2:42][CH2:41][CH2:40]1, predict the reaction product. The product is: [N:39]1([CH2:46][CH2:47][O:48][C:49]2[CH:50]=[CH:51][C:52]([NH:55][C:56]3[CH:61]=[C:60]([OH:62])[CH:59]=[CH:58][C:57]=3[CH:64]3[CH2:73][CH2:72][C:71]4[CH:70]=[C:69]([OH:74])[CH:68]=[CH:67][C:66]=4[CH2:65]3)=[CH:53][CH:54]=2)[CH2:45][CH2:44][CH2:43][CH2:42][CH2:41][CH2:40]1.